Dataset: Full USPTO retrosynthesis dataset with 1.9M reactions from patents (1976-2016). Task: Predict the reactants needed to synthesize the given product. (1) Given the product [Br:13][C:7]1[CH:8]=[CH:9][C:10]([O:11][CH3:12])=[C:2]2[C:3]=1[C:4](=[O:5])[NH:17][CH:15]=[N:1]2, predict the reactants needed to synthesize it. The reactants are: [NH2:1][C:2]1[C:10]([O:11][CH3:12])=[CH:9][CH:8]=[C:7]([Br:13])[C:3]=1[C:4](O)=[O:5].O.[CH:15]([NH2:17])=O. (2) Given the product [CH:34]1([S:31]([C:28]2[CH:29]=[CH:30][C:25]([CH:18]([O:19][C@@H:20]3[CH2:24][CH2:23][O:22][CH2:21]3)[C:17]([NH:16][C:14]3[S:15][C:11]([O:10][C:7]4[CH:8]=[CH:9][C:4]([C:3]([OH:38])=[O:2])=[CH:5][CH:6]=4)=[CH:12][N:13]=3)=[O:37])=[CH:26][CH:27]=2)(=[O:33])=[O:32])[CH2:36][CH2:35]1, predict the reactants needed to synthesize it. The reactants are: C[O:2][C:3](=[O:38])[C:4]1[CH:9]=[CH:8][C:7]([O:10][C:11]2[S:15][C:14]([NH:16][C:17](=[O:37])[CH:18]([C:25]3[CH:30]=[CH:29][C:28]([S:31]([CH:34]4[CH2:36][CH2:35]4)(=[O:33])=[O:32])=[CH:27][CH:26]=3)[O:19][C@@H:20]3[CH2:24][CH2:23][O:22][CH2:21]3)=[N:13][CH:12]=2)=[CH:6][CH:5]=1.[Li+].[OH-]. (3) Given the product [F:1][C:2]1[CH:9]=[CH:8][C:5]([CH2:6][NH:7][CH:11]=[O:12])=[CH:4][CH:3]=1, predict the reactants needed to synthesize it. The reactants are: [F:1][C:2]1[CH:9]=[CH:8][C:5]([CH2:6][NH2:7])=[CH:4][CH:3]=1.C[CH2:11][O:12]C(C)=O. (4) Given the product [Br:14][C:15]1[CH:16]=[C:17](/[CH:18]=[N:7]/[S@@:5]([C:2]([CH3:4])([CH3:3])[CH3:1])=[O:6])[CH:20]=[CH:21][CH:22]=1, predict the reactants needed to synthesize it. The reactants are: [CH3:1][C:2]([S@:5]([NH2:7])=[O:6])([CH3:4])[CH3:3].C([O-])([O-])=O.[Cs+].[Cs+].[Br:14][C:15]1[CH:16]=[C:17]([CH:20]=[CH:21][CH:22]=1)[CH:18]=O. (5) Given the product [C:19](#[N:22])[CH:20]=[CH2:21].[C:23]([O:27][CH2:28][CH2:29][CH2:30][CH3:31])(=[O:26])[CH:24]=[CH2:25], predict the reactants needed to synthesize it. The reactants are: S([O-])(OCCCCCCCCCCCC)(=O)=O.[Na+].[C:19](#[N:22])[CH:20]=[CH2:21].[C:23]([O:27][CH2:28][CH2:29][CH2:30][CH3:31])(=[O:26])[CH:24]=[CH2:25]. (6) Given the product [C:1]([N:5]1[C:9]([C:10]2[S:11][CH:12]=[CH:13][CH:14]=2)=[CH:8][C:7]([CH2:15][CH2:16][CH2:17][N:30]2[CH2:31][CH2:32][N:27]([C:21]3[CH:22]=[CH:23][CH:24]=[C:25]([CH3:26])[C:20]=3[CH3:19])[CH2:28][CH2:29]2)=[N:6]1)([CH3:4])([CH3:3])[CH3:2], predict the reactants needed to synthesize it. The reactants are: [C:1]([N:5]1[C:9]([C:10]2[S:11][CH:12]=[CH:13][CH:14]=2)=[CH:8][C:7]([CH2:15][CH2:16][CH:17]=O)=[N:6]1)([CH3:4])([CH3:3])[CH3:2].[CH3:19][C:20]1[C:25]([CH3:26])=[CH:24][CH:23]=[CH:22][C:21]=1[N:27]1[CH2:32][CH2:31][NH:30][CH2:29][CH2:28]1.CCN(C(C)C)C(C)C.[BH-](OC(C)=O)(OC(C)=O)OC(C)=O.[Na+]. (7) Given the product [O:1]1[CH2:6][CH2:5][CH2:4][O:3][CH:2]1[C:7]1[CH:8]=[CH:9][C:10]([C:13]2[S:21][C:20]3[C:15](=[N:16][CH:17]=[CH:18][C:19]=3[O:39][C:31]3[CH:32]=[CH:33][C:34]([N+:36]([O-:38])=[O:37])=[CH:35][C:30]=3[F:29])[CH:14]=2)=[N:11][CH:12]=1, predict the reactants needed to synthesize it. The reactants are: [O:1]1[CH2:6][CH2:5][CH2:4][O:3][CH:2]1[C:7]1[CH:8]=[CH:9][C:10]([C:13]2[S:21][C:20]3[C:15](=[N:16][CH:17]=[CH:18][C:19]=3Cl)[CH:14]=2)=[N:11][CH:12]=1.C(=O)([O-])[O-].[Na+].[Na+].[F:29][C:30]1[CH:35]=[C:34]([N+:36]([O-:38])=[O:37])[CH:33]=[CH:32][C:31]=1[OH:39]. (8) Given the product [SH:4][C@@H:5]([CH:31]1[CH2:32][CH2:33][O:34][CH2:35][CH2:36]1)[C:6]([NH:8][C:9]1([C:14]([NH:16][C@H:17]([C:28]([OH:30])=[O:29])[CH2:18][C:19]2[C:27]3[C:22](=[CH:23][CH:24]=[CH:25][CH:26]=3)[NH:21][CH:20]=2)=[O:15])[CH2:13][CH2:12][CH2:11][CH2:10]1)=[O:7], predict the reactants needed to synthesize it. The reactants are: C([S:4][C@@H:5]([CH:31]1[CH2:36][CH2:35][O:34][CH2:33][CH2:32]1)[C:6]([NH:8][C:9]1([C:14]([NH:16][C@H:17]([C:28]([OH:30])=[O:29])[CH2:18][C:19]2[C:27]3[C:22](=[CH:23][CH:24]=[CH:25][CH:26]=3)[NH:21][CH:20]=2)=[O:15])[CH2:13][CH2:12][CH2:11][CH2:10]1)=[O:7])(=O)C.[OH-].[Na+].Cl.